Binary Classification. Given a drug SMILES string, predict its activity (active/inactive) in a high-throughput screening assay against a specified biological target. From a dataset of Choline transporter screen with 302,306 compounds. The molecule is O(C1CCN(CC1)C(C)C)c1c(OC)ccc(c1)C(=O)NCc1onc(c1)CC. The result is 1 (active).